This data is from NCI-60 drug combinations with 297,098 pairs across 59 cell lines. The task is: Regression. Given two drug SMILES strings and cell line genomic features, predict the synergy score measuring deviation from expected non-interaction effect. (1) Cell line: OVCAR3. Drug 2: C1C(C(OC1N2C=C(C(=O)NC2=O)F)CO)O. Synergy scores: CSS=27.6, Synergy_ZIP=-7.26, Synergy_Bliss=-6.89, Synergy_Loewe=-11.6, Synergy_HSA=-4.54. Drug 1: C1=CC(=CC=C1CCCC(=O)O)N(CCCl)CCCl. (2) Drug 1: CN1C2=C(C=C(C=C2)N(CCCl)CCCl)N=C1CCCC(=O)O.Cl. Drug 2: N.N.Cl[Pt+2]Cl. Cell line: OVCAR-4. Synergy scores: CSS=26.0, Synergy_ZIP=0.222, Synergy_Bliss=1.57, Synergy_Loewe=-31.3, Synergy_HSA=-0.712.